From a dataset of Full USPTO retrosynthesis dataset with 1.9M reactions from patents (1976-2016). Predict the reactants needed to synthesize the given product. (1) Given the product [CH3:3][O:4][C:5]([C:7]1[O:8][C:9]([C:12](=[O:15])[CH3:13])=[CH:10][CH:11]=1)=[O:6], predict the reactants needed to synthesize it. The reactants are: BrBr.[CH3:3][O:4][C:5]([C:7]1[O:8][C:9]([C:12](=[O:15])[CH2:13]Br)=[CH:10][CH:11]=1)=[O:6]. (2) Given the product [CH3:1][O:2][CH2:3][CH2:4][O:5][C:6]1[CH:11]=[CH:10][C:9](/[CH:12]=[CH:13]/[C:14]([OH:16])=[O:15])=[C:8]([O:19][CH2:20][CH:21]2[CH2:25][CH2:24][CH2:23][O:22]2)[CH:7]=1, predict the reactants needed to synthesize it. The reactants are: [CH3:1][O:2][CH2:3][CH2:4][O:5][C:6]1[CH:11]=[CH:10][C:9](/[CH:12]=[CH:13]/[C:14]([O:16]CC)=[O:15])=[C:8]([O:19][CH2:20][CH:21]2[CH2:25][CH2:24][CH2:23][O:22]2)[CH:7]=1.[OH-].[Na+]. (3) Given the product [CH3:38][O:37][C:29]1[CH:28]=[C:27]([NH:26][S:25]([N:20]2[CH2:21][CH2:22][CH2:23][CH2:24][C@H:19]2[C:17](=[O:16])[CH2:11][CH2:10][CH2:9][CH2:8][CH2:7][C:1]2[CH:6]=[CH:5][CH:4]=[CH:3][CH:2]=2)(=[O:40])=[O:39])[CH:32]=[C:31]([O:33][CH3:34])[C:30]=1[O:35][CH3:36], predict the reactants needed to synthesize it. The reactants are: [C:1]1([CH2:7][CH2:8][CH2:9][CH2:10][CH2:11]Br)[CH:6]=[CH:5][CH:4]=[CH:3][CH:2]=1.[Mg].[Br-].C[O:16][C:17]([C@@H:19]1[CH2:24][CH2:23][CH2:22][CH2:21][N:20]1[S:25](=[O:40])(=[O:39])[NH:26][C:27]1[CH:32]=[C:31]([O:33][CH3:34])[C:30]([O:35][CH3:36])=[C:29]([O:37][CH3:38])[CH:28]=1)=O.[Cl-].[NH4+]. (4) Given the product [Cl:19][C:20]1[CH:25]=[CH:24][C:23]([O:26][C:27]2[CH:28]=[C:29]([CH2:30][NH:31][C:11](=[O:13])[C:10]3[CH:14]=[CH:15][C:16]([CH3:18])=[N:17][C:9]=3[NH2:8])[CH:32]=[CH:33][CH:34]=2)=[CH:22][CH:21]=1, predict the reactants needed to synthesize it. The reactants are: C(N(CC)CC)C.[NH2:8][C:9]1[N:17]=[C:16]([CH3:18])[CH:15]=[CH:14][C:10]=1[C:11]([OH:13])=O.[Cl:19][C:20]1[CH:25]=[CH:24][C:23]([O:26][C:27]2[CH:28]=[C:29]([CH:32]=[CH:33][CH:34]=2)[CH2:30][NH2:31])=[CH:22][CH:21]=1.CN([P+](ON1N=NC2C=CC=CC1=2)(N(C)C)N(C)C)C.F[P-](F)(F)(F)(F)F. (5) The reactants are: Br[C:2]1[CH:3]=[C:4]([CH2:9][C:10]#[N:11])[CH:5]=[CH:6][C:7]=1[F:8].[B:12]1([B:12]2[O:16][C:15]([CH3:18])([CH3:17])[C:14]([CH3:20])([CH3:19])[O:13]2)[O:16][C:15]([CH3:18])([CH3:17])[C:14]([CH3:20])([CH3:19])[O:13]1.C([O-])(=O)C.[K+]. Given the product [F:8][C:7]1[CH:6]=[CH:5][C:4]([CH2:9][C:10]#[N:11])=[CH:3][C:2]=1[B:12]1[O:16][C:15]([CH3:18])([CH3:17])[C:14]([CH3:20])([CH3:19])[O:13]1, predict the reactants needed to synthesize it.